The task is: Predict the reaction yield, written as a fraction of the theoretical maximum amount of product (1.0 means a 100% yield; for example, 0.34 means a 34% yield).. This data is from Reaction yield outcomes from USPTO patents with 853,638 reactions. (1) The reactants are [Cl:1][C:2]1[CH:7]=[C:6]([N+:8]([O-:10])=[O:9])[C:5]([NH:11]C(=O)C(F)(F)F)=[C:4]([CH2:18][N:19]2[CH2:24][CH2:23][O:22][CH2:21][CH2:20]2)[CH:3]=1.[OH-].[Na+]. The catalyst is C(O)C. The product is [Cl:1][C:2]1[CH:7]=[C:6]([N+:8]([O-:10])=[O:9])[C:5]([NH2:11])=[C:4]([CH2:18][N:19]2[CH2:24][CH2:23][O:22][CH2:21][CH2:20]2)[CH:3]=1. The yield is 0.770. (2) The reactants are [C:1]1([OH:7])[CH:6]=[CH:5][CH:4]=[CH:3][CH:2]=1.C(=O)([O-])[O-].[K+].[K+].Br[CH2:15][CH2:16][CH2:17][CH2:18][CH3:19]. The catalyst is CC(C)=O. The product is [CH2:15]([O:7][C:1]1[CH:6]=[CH:5][CH:4]=[CH:3][CH:2]=1)[CH2:16][CH2:17][CH2:18][CH3:19]. The yield is 0.900. (3) The reactants are ClC(Cl)(O[C:5](=[O:11])OC(Cl)(Cl)Cl)Cl.[NH2:13][C:14]1[C:19]2[O:20][CH2:21][C:22](=[O:24])[NH:23][C:18]=2[CH:17]=[CH:16][CH:15]=1.CCN(C(C)C)C(C)C.[F:34][C:35]([F:45])([F:44])[C:36]1[CH:37]=[CH:38][C:39]([CH2:42][NH2:43])=[N:40][CH:41]=1. The catalyst is C(Cl)Cl. The product is [O:24]=[C:22]1[NH:23][C:18]2[CH:17]=[CH:16][CH:15]=[C:14]([NH:13][C:5]([NH:43][CH2:42][C:39]3[CH:38]=[CH:37][C:36]([C:35]([F:45])([F:34])[F:44])=[CH:41][N:40]=3)=[O:11])[C:19]=2[O:20][CH2:21]1. The yield is 0.370. (4) The reactants are [Cl:1][C:2]1[CH:3]=[C:4]2[C:9](=[CH:10][CH:11]=1)[N:8]=[C:7]([NH:12][C:13](=[O:17])OCC)[C:6]([O:18][CH3:19])=[N:5]2.[CH3:20][C:21]1[CH:26]=[CH:25][CH:24]=[C:23]([CH3:27])[C:22]=1[N:28]1[CH2:33][CH2:32][NH:31][CH2:30][CH2:29]1. No catalyst specified. The product is [Cl:1][C:2]1[CH:3]=[C:4]2[C:9](=[CH:10][CH:11]=1)[N:8]=[C:7]([NH:12][C:13]([N:31]1[CH2:32][CH2:33][N:28]([C:22]3[C:23]([CH3:27])=[CH:24][CH:25]=[CH:26][C:21]=3[CH3:20])[CH2:29][CH2:30]1)=[O:17])[C:6]([O:18][CH3:19])=[N:5]2. The yield is 0.900. (5) The reactants are [C:1]([OH:5])(=[O:4])[CH:2]=[O:3].[CH3:6][C:7]1[CH:8]=[C:9]([CH:15]=[CH:16][CH:17]=1)[CH2:10][NH:11][CH2:12][CH2:13]O.O. The catalyst is O1CCCC1. The product is [OH:4][CH:1]1[O:5][CH2:13][CH2:12][N:11]([CH2:10][C:9]2[CH:15]=[CH:16][CH:17]=[C:7]([CH3:6])[CH:8]=2)[C:2]1=[O:3]. The yield is 0.193. (6) The reactants are [CH2:1]([O:8][C:9]1[CH:10]=[C:11]([NH2:15])[CH:12]=[CH:13][CH:14]=1)[C:2]1[CH:7]=[CH:6][CH:5]=[CH:4][CH:3]=1.CCN(C(C)C)C(C)C.[CH3:25][S:26]([C:29]1[S:33][C:32]([C:34](Cl)=[O:35])=[C:31]2[CH2:37][C:38]([CH3:43])([CH3:42])[CH2:39][C:40](=[O:41])[C:30]=12)(=[O:28])=[O:27]. The catalyst is C1COCC1. The product is [CH2:1]([O:8][C:9]1[CH:10]=[C:11]([NH:15][C:34]([C:32]2[S:33][C:29]([S:26]([CH3:25])(=[O:27])=[O:28])=[C:30]3[C:40](=[O:41])[CH2:39][C:38]([CH3:43])([CH3:42])[CH2:37][C:31]=23)=[O:35])[CH:12]=[CH:13][CH:14]=1)[C:2]1[CH:3]=[CH:4][CH:5]=[CH:6][CH:7]=1. The yield is 0.530. (7) The reactants are C1(P(C2C=CC=CC=2)C2C=CC=CC=2)C=CC=CC=1.[C:20]([Br:24])(Br)(Br)Br.[CH2:25]([O:32][CH2:33][CH:34]([OH:37])CO)[C:26]1[CH:31]=[CH:30][CH:29]=[CH:28][CH:27]=1. The catalyst is N1C=CC=CC=1. The product is [CH2:25]([O:32][CH2:33][CH:34]([OH:37])[CH2:20][Br:24])[C:26]1[CH:31]=[CH:30][CH:29]=[CH:28][CH:27]=1. The yield is 0.800.